This data is from Catalyst prediction with 721,799 reactions and 888 catalyst types from USPTO. The task is: Predict which catalyst facilitates the given reaction. (1) Reactant: Cl[C:2]1[N:9]=[C:8]([CH3:10])[CH:7]=[CH:6][C:3]=1[C:4]#[N:5].[C:11]([O:15][CH2:16][CH3:17])(=[O:14])[CH2:12][SH:13].C[O-].[Na+].[O-]CC.[Na+]. Product: [NH2:5][C:4]1[C:3]2[C:2](=[N:9][C:8]([CH3:10])=[CH:7][CH:6]=2)[S:13][C:12]=1[C:11]([O:15][CH2:16][CH3:17])=[O:14]. The catalyst class is: 18. (2) Reactant: C(OC([N:8]1[CH2:13][CH:12]=[C:11]([C:14]2[C:22]3[C:17](=[CH:18][CH:19]=[C:20]([NH:23][C:24]4[N:29]=[C:28]([NH:30][CH2:31][CH2:32][C:33]5[CH:38]=[CH:37][CH:36]=[CH:35][CH:34]=5)[C:27]([Br:39])=[CH:26][N:25]=4)[CH:21]=3)[NH:16][CH:15]=2)[CH2:10][CH2:9]1)=O)(C)(C)C.FC(F)(F)C(O)=O. The catalyst class is: 4. Product: [Br:39][C:27]1[C:28]([NH:30][CH2:31][CH2:32][C:33]2[CH:38]=[CH:37][CH:36]=[CH:35][CH:34]=2)=[N:29][C:24]([NH:23][C:20]2[CH:21]=[C:22]3[C:17](=[CH:18][CH:19]=2)[NH:16][CH:15]=[C:14]3[C:11]2[CH2:12][CH2:13][NH:8][CH2:9][CH:10]=2)=[N:25][CH:26]=1. (3) Reactant: [Cl:1][C:2]1[CH:7]=[CH:6][C:5]([F:8])=[CH:4][C:3]=1[Cl:9].[CH2:10]([Li])[CH2:11]CC.ICC.C(OCC)(=O)C. Product: [Cl:1][C:2]1[CH:7]=[CH:6][C:5]([F:8])=[C:4]([CH2:10][CH3:11])[C:3]=1[Cl:9]. The catalyst class is: 165. (4) Reactant: [CH3:1][C@@H:2]([C@@H:10]1[C@@:14]2([CH3:29])[CH2:15][CH2:16][C@@H:17]3[C@@:22]4([CH3:28])[CH2:23][CH2:24][C@H:25]([OH:27])[CH2:26][C:21]4=[CH:20][CH:19]=[C:18]3[C@@H:13]2[CH2:12][CH2:11]1)/[CH:3]=[CH:4]/[C@@H:5]([CH:7]([CH3:9])[CH3:8])[CH3:6].N1C=CC=CC=1.[C:36](Cl)(=[O:38])[CH3:37].CO. Product: [C:36]([O:27][CH:25]1[CH2:24][CH2:23][C@@:22]2([CH3:28])[C:21](=[CH:20][CH:19]=[C:18]3[C@@H:17]2[CH2:16][CH2:15][C@@:14]2([CH3:29])[C@H:13]3[CH2:12][CH2:11][C@@H:10]2[C@H:2]([CH3:1])[CH:3]=[CH:4][C@H:5]([CH3:6])[CH:7]([CH3:8])[CH3:9])[CH2:26]1)(=[O:38])[CH3:37]. The catalyst class is: 4. (5) Reactant: [CH2:1]([O:8][C:9]([N:11]([CH3:24])[C:12]1[CH:17]=[CH:16][CH:15]=[CH:14][C:13]=1[C:18]([F:23])([F:22])[C:19]([OH:21])=O)=[O:10])[C:2]1[CH:7]=[CH:6][CH:5]=[CH:4][CH:3]=1.P(Cl)(Cl)(Cl)=O.Cl.[NH2:31][CH2:32][C:33]1[CH:34]=[C:35]2[C:39](=[CH:40][CH:41]=1)[C:38](=[O:42])[N:37]([CH:43]1[CH2:48][CH2:47][C:46](=[O:49])[NH:45][C:44]1=[O:50])[CH2:36]2.C(=O)(O)[O-].[Na+]. Product: [O:50]=[C:44]1[CH:43]([N:37]2[CH2:36][C:35]3[C:39](=[CH:40][CH:41]=[C:33]([CH2:32][NH:31][C:19](=[O:21])[C:18]([C:13]4[CH:14]=[CH:15][CH:16]=[CH:17][C:12]=4[N:11]([CH3:24])[C:9](=[O:10])[O:8][CH2:1][C:2]4[CH:3]=[CH:4][CH:5]=[CH:6][CH:7]=4)([F:23])[F:22])[CH:34]=3)[C:38]2=[O:42])[CH2:48][CH2:47][C:46](=[O:49])[NH:45]1. The catalyst class is: 17. (6) Reactant: [CH3:1][Si:2]([CH3:51])([CH3:50])[CH2:3][CH2:4][O:5][CH2:6][N:7]([CH2:42][O:43][CH2:44][CH2:45][Si:46]([CH3:49])([CH3:48])[CH3:47])[C:8]1[N:13]2[N:14]=[CH:15][C:16]([C:17]3[CH:18]=[N:19][C:20]([C:23]4[CH:28]=[CH:27][CH:26]=[CH:25][CH:24]=4)=[CH:21][CH:22]=3)=[C:12]2[N:11]=[C:10]([CH:29]2[CH2:34][CH2:33][N:32]([C:35]([O:37][C:38]([CH3:41])([CH3:40])[CH3:39])=[O:36])[CH2:31][CH2:30]2)[CH:9]=1.[Br:52]N1C(=O)CCC1=O. Product: [CH3:49][Si:46]([CH3:48])([CH3:47])[CH2:45][CH2:44][O:43][CH2:42][N:7]([CH2:6][O:5][CH2:4][CH2:3][Si:2]([CH3:1])([CH3:50])[CH3:51])[C:8]1[N:13]2[N:14]=[CH:15][C:16]([C:17]3[CH:18]=[N:19][C:20]([C:23]4[CH:28]=[CH:27][CH:26]=[CH:25][CH:24]=4)=[CH:21][CH:22]=3)=[C:12]2[N:11]=[C:10]([CH:29]2[CH2:34][CH2:33][N:32]([C:35]([O:37][C:38]([CH3:41])([CH3:40])[CH3:39])=[O:36])[CH2:31][CH2:30]2)[C:9]=1[Br:52]. The catalyst class is: 31. (7) Reactant: [CH3:1][S:2]([C:5]1[CH:6]=[C:7]([CH:11]=[C:12]([N+:14]([O-])=O)[CH:13]=1)[C:8]([OH:10])=[O:9])(=[O:4])=[O:3]. Product: [NH2:14][C:12]1[CH:11]=[C:7]([CH:6]=[C:5]([S:2]([CH3:1])(=[O:4])=[O:3])[CH:13]=1)[C:8]([OH:10])=[O:9]. The catalyst class is: 94. (8) Reactant: [C:1]([C:3]1[CH:8]=[CH:7][C:6]([O:9][CH2:10][O:11][CH3:12])=[CH:5][C:4]=1[CH3:13])#[CH:2].[Cl:14][C:15]1[C:16]([C:22]#[N:23])=[N:17][CH:18]=[C:19](Cl)[CH:20]=1.C(N(CC)CC)C. Product: [Cl:14][C:15]1[C:16]([C:22]#[N:23])=[N:17][CH:18]=[C:19]([C:2]#[C:1][C:3]2[CH:8]=[CH:7][C:6]([O:9][CH2:10][O:11][CH3:12])=[CH:5][C:4]=2[CH3:13])[CH:20]=1. The catalyst class is: 122. (9) Reactant: [CH3:1][O:2][C:3](=[O:27])[C:4]([O:7][C:8]1[CH:13]=[CH:12][C:11]([Cl:14])=[CH:10][C:9]=1/[CH:15]=[C:16]1\[C:17](=[O:26])[NH:18][C:19]2[C:24]\1=[CH:23][CH:22]=[C:21]([Cl:25])[CH:20]=2)([CH3:6])[CH3:5].[C:28]([O:32][C:33](O[C:33]([O:32][C:28]([CH3:31])([CH3:30])[CH3:29])=[O:34])=[O:34])([CH3:31])([CH3:30])[CH3:29]. Product: [C:28]([O:32][C:33]([N:18]1[C:19]2[C:24](=[CH:23][CH:22]=[C:21]([Cl:25])[CH:20]=2)/[C:16](=[CH:15]/[C:9]2[CH:10]=[C:11]([Cl:14])[CH:12]=[CH:13][C:8]=2[O:7][C:4]([C:3]([O:2][CH3:1])=[O:27])([CH3:6])[CH3:5])/[C:17]1=[O:26])=[O:34])([CH3:31])([CH3:30])[CH3:29]. The catalyst class is: 112. (10) Reactant: [CH2:1]([N:8]([CH2:19][C:20]1[CH:25]=[CH:24][CH:23]=[CH:22][CH:21]=1)[C:9]1[C:16]([CH3:17])=[CH:15][C:12]([CH:13]=[O:14])=[C:11]([CH3:18])[CH:10]=1)[C:2]1[CH:7]=[CH:6][CH:5]=[CH:4][CH:3]=1.[CH2:26](O)[CH2:27][OH:28].C1(C)C=CC(S(O)(=O)=O)=CC=1.S([O-])([O-])(=O)=O.[Mg+2]. Product: [CH2:19]([N:8]([CH2:1][C:2]1[CH:3]=[CH:4][CH:5]=[CH:6][CH:7]=1)[C:9]1[CH:10]=[C:11]([CH3:18])[C:12]([CH:13]2[O:28][CH2:27][CH2:26][O:14]2)=[CH:15][C:16]=1[CH3:17])[C:20]1[CH:21]=[CH:22][CH:23]=[CH:24][CH:25]=1. The catalyst class is: 260.